This data is from Reaction yield outcomes from USPTO patents with 853,638 reactions. The task is: Predict the reaction yield, written as a fraction of the theoretical maximum amount of product (1.0 means a 100% yield; for example, 0.34 means a 34% yield). (1) The reactants are O1CCCCC1[O:7][CH2:8][CH2:9][C:10]1[CH:14]=[C:13]([CH2:15][NH:16][C:17]([C:19]2[C:20](=[O:37])[N:21]([C:27]3[CH:32]=[CH:31][CH:30]=[C:29]([C:33]([F:36])([F:35])[F:34])[CH:28]=3)[C:22]([CH3:26])=[C:23](I)[CH:24]=2)=[O:18])[O:12][N:11]=1.[CH3:38][C:39]1[C:43](B(O)O)=[C:42]([CH3:47])[O:41][N:40]=1.C([O-])([O-])=O.[Na+].[Na+]. No catalyst specified. The product is [CH3:38][C:39]1[C:43]([C:23]2[CH:24]=[C:19]([C:17]([NH:16][CH2:15][C:13]3[O:12][N:11]=[C:10]([CH2:9][CH2:8][OH:7])[CH:14]=3)=[O:18])[C:20](=[O:37])[N:21]([C:27]3[CH:32]=[CH:31][CH:30]=[C:29]([C:33]([F:36])([F:35])[F:34])[CH:28]=3)[C:22]=2[CH3:26])=[C:42]([CH3:47])[O:41][N:40]=1. The yield is 0.380. (2) The yield is 0.160. The product is [CH:25]1([O:24][CH2:23][C:2]2[CH:20]=[CH:19][C:5]([CH2:6][N:7]3[CH:11]=[C:10]([C:12]4[C:13]([NH2:18])=[N:14][CH:15]=[CH:16][CH:17]=4)[CH:9]=[N:8]3)=[CH:4][CH:3]=2)[CH2:26][CH2:34][CH2:33]1. The catalyst is C([O-])(=O)C.[Pd+2].C([O-])(=O)C.C(OCC)(=O)C.O. The reactants are Br[C:2]1[CH:20]=[CH:19][C:5]([CH2:6][N:7]2[CH:11]=[C:10]([C:12]3[C:13]([NH2:18])=[N:14][CH:15]=[CH:16][CH:17]=3)[CH:9]=[N:8]2)=[CH:4][CH:3]=1.O1[CH2:26][CH2:25][O:24][CH2:23]C1.C(=O)([O-])[O-].[Cs+].[Cs+].[C:33]1(P(C2C=CC=CC=2)C2C=CC3C(=CC=CC=3)C=2C2C3C(=CC=CC=3)C=CC=2P(C2C=CC=CC=2)C2C=CC=CC=2)C=CC=C[CH:34]=1. (3) The reactants are [Br:1][C:2]1[CH:3]=[C:4]([CH:12]=[CH:13][CH:14]=1)[CH2:5][C@H:6]1[O:11][CH2:10][CH2:9][NH:8][CH2:7]1.[C:15](O[C:15]([O:17][C:18]([CH3:21])([CH3:20])[CH3:19])=[O:16])([O:17][C:18]([CH3:21])([CH3:20])[CH3:19])=[O:16]. The catalyst is ClCCl.CN(C)C1C=CN=CC=1. The product is [C:18]([O:17][C:15]([N:8]1[CH2:9][CH2:10][O:11][C@H:6]([CH2:5][C:4]2[CH:12]=[CH:13][CH:14]=[C:2]([Br:1])[CH:3]=2)[CH2:7]1)=[O:16])([CH3:21])([CH3:20])[CH3:19]. The yield is 0.980. (4) The reactants are [F:1][C:2]1[C:7]([C:8](OC)=[O:9])=[CH:6][C:5]([N:12]2[CH2:17][CH2:16][CH:15]([NH:18][C:19]3[N:24]=[CH:23][CH:22]=[CH:21][N:20]=3)[CH2:14][CH2:13]2)=[CH:4][CH:3]=1.[C:25]1([S:31]([NH:34][C@@H:35]([CH2:43][NH2:44])[C:36]([O:38][C:39]([CH3:42])([CH3:41])[CH3:40])=[O:37])(=[O:33])=[O:32])[CH:30]=[CH:29][CH:28]=[CH:27][CH:26]=1.ON1C2C=CC=CC=2N=N1.CN1CCOCC1.Cl.C(N=C=NCCCN(C)C)C.C(=O)([O-])O.[Na+]. The catalyst is O.CN(C)C=O. The product is [C:25]1([S:31]([NH:34][C@@H:35]([CH2:43][NH:44][C:8](=[O:9])[C:7]2[C:2]([F:1])=[CH:3][CH:4]=[C:5]([N:12]3[CH2:17][CH2:16][CH:15]([NH:18][C:19]4[N:20]=[CH:21][CH:22]=[CH:23][N:24]=4)[CH2:14][CH2:13]3)[CH:6]=2)[C:36]([O:38][C:39]([CH3:40])([CH3:41])[CH3:42])=[O:37])(=[O:32])=[O:33])[CH:26]=[CH:27][CH:28]=[CH:29][CH:30]=1. The yield is 0.390. (5) The reactants are [C:1]([O:5][CH:6]([C:10]1[C:11]([CH:29]([CH3:31])[CH3:30])=[N:12][C:13]2[C:14]([CH3:28])([CH3:27])[CH2:15][NH:16][CH2:17][C:18]=2[C:19]=1[C:20]1[CH:25]=[CH:24][C:23]([F:26])=[CH:22][CH:21]=1)[C:7]([OH:9])=[O:8])([CH3:4])([CH3:3])[CH3:2].CCN(CC)CC.[F:39][C:40]1[CH:45]=[CH:44][C:43]([CH2:46][C:47](Cl)=[O:48])=[CH:42][CH:41]=1. The catalyst is C(Cl)Cl. The product is [C:1]([O:5][CH:6]([C:10]1[C:11]([CH:29]([CH3:31])[CH3:30])=[N:12][C:13]2[C:14]([CH3:28])([CH3:27])[CH2:15][N:16]([C:47](=[O:48])[CH2:46][C:43]3[CH:44]=[CH:45][C:40]([F:39])=[CH:41][CH:42]=3)[CH2:17][C:18]=2[C:19]=1[C:20]1[CH:21]=[CH:22][C:23]([F:26])=[CH:24][CH:25]=1)[C:7]([OH:9])=[O:8])([CH3:4])([CH3:3])[CH3:2]. The yield is 0.118. (6) The reactants are [N:1]1[CH:6]=[CH:5][C:4]([C:7]2[C:15]3[C:10](=[CH:11][CH:12]=[C:13]([NH:16][C:17]([C:19]4[CH:28]=[CH:27][C:22]([C:23]([O:25]C)=[O:24])=[CH:21][CH:20]=4)=[O:18])[CH:14]=3)[NH:9][N:8]=2)=[CH:3][CH:2]=1.O.[OH-].[Li+]. The catalyst is O1CCCC1. The product is [N:1]1[CH:2]=[CH:3][C:4]([C:7]2[C:15]3[C:10](=[CH:11][CH:12]=[C:13]([NH:16][C:17]([C:19]4[CH:20]=[CH:21][C:22]([C:23]([OH:25])=[O:24])=[CH:27][CH:28]=4)=[O:18])[CH:14]=3)[NH:9][N:8]=2)=[CH:5][CH:6]=1. The yield is 0.705. (7) The reactants are [CH2:1]([C:4]1[C:8]([CH2:9][CH2:10][CH2:11][OH:12])=[CH:7][N:6]([C:13]2[CH:18]=[CH:17][C:16]([C:19]([F:22])([F:21])[F:20])=[CH:15][N:14]=2)[N:5]=1)[CH2:2][CH3:3].O[C:24]1[CH:25]=[CH:26][C:27]([O:35][CH3:36])=[C:28]([CH2:30][C:31]([O:33]C)=[O:32])[CH:29]=1.C(P(CCCC)CCCC)CCC.N(C(N1CCCCC1)=O)=NC(N1CCCCC1)=O. The catalyst is O1CCCC1. The product is [CH3:36][O:35][C:27]1[CH:26]=[CH:25][C:24]([O:12][CH2:11][CH2:10][CH2:9][C:8]2[C:4]([CH2:1][CH2:2][CH3:3])=[N:5][N:6]([C:13]3[CH:18]=[CH:17][C:16]([C:19]([F:21])([F:20])[F:22])=[CH:15][N:14]=3)[CH:7]=2)=[CH:29][C:28]=1[CH2:30][C:31]([OH:33])=[O:32]. The yield is 0.550. (8) The reactants are [NH2:1][C:2]1[C:3]([C:23]#[N:24])=[C:4]([CH:20]=[CH:21][CH:22]=1)[O:5][CH2:6][CH:7]1[CH2:12][CH2:11][N:10](C(OC(C)(C)C)=O)[CH2:9][CH2:8]1.Cl. The catalyst is CCOC(C)=O. The product is [NH2:1][C:2]1[CH:22]=[CH:21][CH:20]=[C:4]([O:5][CH2:6][CH:7]2[CH2:12][CH2:11][NH:10][CH2:9][CH2:8]2)[C:3]=1[C:23]#[N:24]. The yield is 1.00. (9) The reactants are [Cl:1][C:2]1[CH:7]=[C:6]([N:8]2[CH2:12][CH2:11][NH:10][C:9]2=[O:13])[CH:5]=[CH:4][N:3]=1.Br[C:15]1[CH:16]=[N:17][CH:18]=[CH:19][C:20]=1[C:21]1([OH:25])[CH2:24][CH2:23][CH2:22]1.CN[C@@H]1CCCC[C@H]1NC.P([O-])([O-])([O-])=O.[K+].[K+].[K+]. The catalyst is [Cu](I)I.O1CCOCC1. The product is [Cl:1][C:2]1[CH:7]=[C:6]([N:8]2[CH2:12][CH2:11][N:10]([C:15]3[CH:16]=[N:17][CH:18]=[CH:19][C:20]=3[C:21]3([OH:25])[CH2:24][CH2:23][CH2:22]3)[C:9]2=[O:13])[CH:5]=[CH:4][N:3]=1. The yield is 0.140.